This data is from Peptide-MHC class II binding affinity with 134,281 pairs from IEDB. The task is: Regression. Given a peptide amino acid sequence and an MHC pseudo amino acid sequence, predict their binding affinity value. This is MHC class II binding data. (1) The peptide sequence is GGVFHTMWHVTRGAF. The MHC is DRB1_0404 with pseudo-sequence DRB1_0404. The binding affinity (normalized) is 0.714. (2) The peptide sequence is INEITAAAIAYGLDR. The MHC is HLA-DQA10501-DQB10301 with pseudo-sequence HLA-DQA10501-DQB10301. The binding affinity (normalized) is 0.643. (3) The peptide sequence is VDKIDAAFKIAATAA. The MHC is DRB1_1101 with pseudo-sequence DRB1_1101. The binding affinity (normalized) is 0.720. (4) The MHC is DRB1_0101 with pseudo-sequence DRB1_0101. The peptide sequence is LCFYSQESPQSYNSV. The binding affinity (normalized) is 0.822. (5) The peptide sequence is PLTHTIGTSVEESEM. The MHC is DRB3_0301 with pseudo-sequence DRB3_0301. The binding affinity (normalized) is 0.714. (6) The peptide sequence is TVQKGSDPKKLVLN. The MHC is DRB1_0301 with pseudo-sequence DRB1_0301. The binding affinity (normalized) is 0.172. (7) The peptide sequence is LSFMDKGIPFMKMNI. The MHC is DRB1_0901 with pseudo-sequence DRB1_0901. The binding affinity (normalized) is 0.592. (8) The peptide sequence is RLCFSKSKNTLMYEI. The MHC is DRB4_0101 with pseudo-sequence DRB4_0103. The binding affinity (normalized) is 0.309. (9) The peptide sequence is SGLFQLIFFLTLAGR. The MHC is DRB1_0401 with pseudo-sequence DRB1_0401. The binding affinity (normalized) is 0.418.